Dataset: Cav3 T-type calcium channel HTS with 100,875 compounds. Task: Binary Classification. Given a drug SMILES string, predict its activity (active/inactive) in a high-throughput screening assay against a specified biological target. The drug is Clc1c(S(=O)(=O)CC)ccc(c1Cl)C(=O)Nc1ccccc1. The result is 0 (inactive).